This data is from Full USPTO retrosynthesis dataset with 1.9M reactions from patents (1976-2016). The task is: Predict the reactants needed to synthesize the given product. Given the product [Br-:32].[C:10]([C:9]([C:17]1[S:18][CH:19]=[CH:20][CH:21]=1)([C:12]1[S:13][CH:14]=[CH:15][CH:16]=1)[C:4]12[CH2:7][CH2:8][N+:1]([CH2:31][CH2:30][CH2:29][O:28][C:22]3[CH:27]=[CH:26][CH:25]=[CH:24][CH:23]=3)([CH2:6][CH2:5]1)[CH2:2][CH2:3]2)#[N:11], predict the reactants needed to synthesize it. The reactants are: [N:1]12[CH2:8][CH2:7][C:4]([C:9]([C:17]3[S:18][CH:19]=[CH:20][CH:21]=3)([C:12]3[S:13][CH:14]=[CH:15][CH:16]=3)[C:10]#[N:11])([CH2:5][CH2:6]1)[CH2:3][CH2:2]2.[C:22]1([O:28][CH2:29][CH2:30][CH2:31][Br:32])[CH:27]=[CH:26][CH:25]=[CH:24][CH:23]=1.